Dataset: Forward reaction prediction with 1.9M reactions from USPTO patents (1976-2016). Task: Predict the product of the given reaction. (1) The product is: [Cl:22][C:23]1[N:24]=[CH:25][N:26]([C:28]2[CH:34]=[CH:33][C:31]([NH:32][C:2]3[N:3]=[C:4]([NH:17][CH:18]4[CH2:19][CH2:20][CH2:21]4)[C:5]4[CH2:10][CH2:9][CH:8]([C:11]5[CH:12]=[CH:13][CH:14]=[CH:15][CH:16]=5)[C:6]=4[N:7]=3)=[CH:30][C:29]=2[O:35][CH3:36])[CH:27]=1. Given the reactants Cl[C:2]1[N:3]=[C:4]([NH:17][CH:18]2[CH2:21][CH2:20][CH2:19]2)[C:5]2[CH2:10][CH2:9][CH:8]([C:11]3[CH:16]=[CH:15][CH:14]=[CH:13][CH:12]=3)[C:6]=2[N:7]=1.[Cl:22][C:23]1[N:24]=[CH:25][N:26]([C:28]2[CH:34]=[CH:33][C:31]([NH2:32])=[CH:30][C:29]=2[O:35][CH3:36])[CH:27]=1.OS(O)(=O)=O.CCOC(C)=O, predict the reaction product. (2) The product is: [CH3:12][O:11][C:3]1[CH:4]=[CH:5][C:6]([N+:8]([O-:10])=[O:9])=[CH:7][C:2]=1[C:14]([F:22])([F:13])[C:18]([F:21])([F:20])[F:19]. Given the reactants Br[C:2]1[CH:7]=[C:6]([N+:8]([O-:10])=[O:9])[CH:5]=[CH:4][C:3]=1[O:11][CH3:12].[F:13][C:14]([F:22])([C:18]([F:21])([F:20])[F:19])C([O-])=O.[Na+], predict the reaction product. (3) Given the reactants [C:1]([O:5][P:6]([O:13][CH2:14][C:15]1[CH:16]=[C:17]([CH:22]=[CH:23][CH:24]=1)[C:18]([O:20]C)=[O:19])([O:8][C:9]([CH3:12])([CH3:11])[CH3:10])=[O:7])([CH3:4])([CH3:3])[CH3:2].[OH-].[Li+], predict the reaction product. The product is: [C:9]([O:8][P:6]([O:13][CH2:14][C:15]1[CH:16]=[C:17]([CH:22]=[CH:23][CH:24]=1)[C:18]([OH:20])=[O:19])([O:5][C:1]([CH3:4])([CH3:3])[CH3:2])=[O:7])([CH3:10])([CH3:11])[CH3:12]. (4) Given the reactants [NH2:1][CH2:2][CH2:3][C:4]1[N:5]=[C:6]([NH:9][C:10]([NH:12][C:13]2[CH:18]=[CH:17][C:16]([CH3:19])=[CH:15][C:14]=2[C:20]([CH:22]2[CH2:26][CH2:25][CH2:24][CH2:23]2)=[O:21])=[O:11])[S:7][CH:8]=1.Br[CH2:28][C:29]([O:31][CH3:32])=[O:30].CCN(CC)CC, predict the reaction product. The product is: [CH3:32][O:31][C:29](=[O:30])[CH2:28][NH:1][CH2:2][CH2:3][C:4]1[N:5]=[C:6]([NH:9][C:10]([NH:12][C:13]2[CH:18]=[CH:17][C:16]([CH3:19])=[CH:15][C:14]=2[C:20]([CH:22]2[CH2:23][CH2:24][CH2:25][CH2:26]2)=[O:21])=[O:11])[S:7][CH:8]=1. (5) Given the reactants [S:1]1[CH:5]=[CH:4][N:3]=[C:2]1[CH:6]=O.[CH3:8][O:9][CH2:10][CH2:11][NH2:12].[C:13]1(=[O:24])[O:19][C:17](=O)[C:16]2=[CH:20][CH:21]=[CH:22][CH:23]=[C:15]2[CH2:14]1.[CH3:25][O:26][C:27]1[CH:28]=[C:29]([CH:31]=[CH:32][CH:33]=1)[NH2:30], predict the reaction product. The product is: [CH3:8][O:9][CH2:10][CH2:11][N:12]1[CH:6]([C:2]2[S:1][CH:5]=[CH:4][N:3]=2)[CH:14]([C:13]([NH:30][C:29]2[CH:31]=[CH:32][CH:33]=[C:27]([O:26][CH3:25])[CH:28]=2)=[O:24])[C:15]2[C:16](=[CH:20][CH:21]=[CH:22][CH:23]=2)[C:17]1=[O:19]. (6) Given the reactants [Cl:1][C:2]1[CH:18]=[CH:17][C:5]([CH2:6][NH:7][C:8]([NH:10][N:11]([CH2:13][C:14]([OH:16])=O)[CH3:12])=[O:9])=[CH:4][CH:3]=1.[NH2:19][C@H:20]([C:29]([N:31]([CH2:41][C:42]1[C:43]2[CH:50]=[CH:49][CH:48]=[CH:47][C:44]=2[S:45][CH:46]=1)[C@@H:32]([CH3:40])[CH:33]([O:37][CH2:38][CH3:39])[O:34][CH2:35][CH3:36])=[O:30])[CH2:21][C:22]([O:24][C:25]([CH3:28])([CH3:27])[CH3:26])=[O:23], predict the reaction product. The product is: [S:45]1[CH:46]=[C:42]([CH2:41][N:31]([C@@H:32]([CH3:40])[CH:33]([O:34][CH2:35][CH3:36])[O:37][CH2:38][CH3:39])[C:29](=[O:30])[C@@H:20]([NH:19][C:14](=[O:16])[CH2:13][N:11]([CH3:12])[NH:10][C:8](=[O:9])[NH:7][CH2:6][C:5]2[CH:4]=[CH:3][C:2]([Cl:1])=[CH:18][CH:17]=2)[CH2:21][C:22]([O:24][C:25]([CH3:26])([CH3:27])[CH3:28])=[O:23])[C:43]2[CH:50]=[CH:49][CH:48]=[CH:47][C:44]1=2.